From a dataset of Full USPTO retrosynthesis dataset with 1.9M reactions from patents (1976-2016). Predict the reactants needed to synthesize the given product. Given the product [CH2:16]([O:23][C:24]([NH:26][CH2:27][CH2:28][CH2:29][NH:15][CH:10]1[CH2:11][CH2:12][CH2:13][CH2:14][CH:9]1[NH:8][C:6](=[O:7])[O:5][C:1]([CH3:4])([CH3:2])[CH3:3])=[O:25])[C:17]1[CH:22]=[CH:21][CH:20]=[CH:19][CH:18]=1, predict the reactants needed to synthesize it. The reactants are: [C:1]([O:5][C:6]([NH:8][CH:9]1[CH2:14][CH2:13][CH2:12][CH2:11][CH:10]1[NH2:15])=[O:7])([CH3:4])([CH3:3])[CH3:2].[CH2:16]([O:23][C:24]([NH:26][CH2:27][CH2:28][CH:29]=O)=[O:25])[C:17]1[CH:22]=[CH:21][CH:20]=[CH:19][CH:18]=1.C(O[BH-](OC(=O)C)OC(=O)C)(=O)C.[Na+].C(=O)([O-])O.[Na+].